This data is from Reaction yield outcomes from USPTO patents with 853,638 reactions. The task is: Predict the reaction yield, written as a fraction of the theoretical maximum amount of product (1.0 means a 100% yield; for example, 0.34 means a 34% yield). The reactants are [OH:1][C:2]1[CH:11]=[C:10]2[C:5]([C:6](=[O:12])[NH:7][CH:8]=[N:9]2)=[CH:4][C:3]=1[O:13][CH3:14].[C:15](OC(=O)C)(=[O:17])[CH3:16].O. The catalyst is N1C=CC=CC=1. The product is [C:15]([O:1][C:2]1[CH:11]=[C:10]2[C:5]([C:6](=[O:12])[NH:7][CH:8]=[N:9]2)=[CH:4][C:3]=1[O:13][CH3:14])(=[O:17])[CH3:16]. The yield is 0.760.